This data is from Catalyst prediction with 721,799 reactions and 888 catalyst types from USPTO. The task is: Predict which catalyst facilitates the given reaction. (1) Reactant: Br[C:2]1[CH:3]=[C:4]([CH2:8][CH2:9][OH:10])[CH:5]=[CH:6][CH:7]=1.CN(C)CCN(C)C.C([Li])CCC.CN(C)[CH:26]=[O:27]. Product: [OH:10][CH2:9][CH2:8][C:4]1[CH:3]=[C:2]([CH:7]=[CH:6][CH:5]=1)[CH:26]=[O:27]. The catalyst class is: 27. (2) Reactant: [NH2:1][C:2]1[CH:3]=[CH:4][C:5]2[S:9][C:8]([S:10][CH3:11])=[N:7][C:6]=2[CH:12]=1.[C:13](O[C:13]([C:15]([F:18])([F:17])[F:16])=[O:14])([C:15]([F:18])([F:17])[F:16])=[O:14]. Product: [CH3:11][S:10][C:8]1[S:9][C:5]2[CH:4]=[CH:3][C:2]([NH:1][C:13](=[O:14])[C:15]([F:18])([F:17])[F:16])=[CH:12][C:6]=2[N:7]=1. The catalyst class is: 23.